From a dataset of Reaction yield outcomes from USPTO patents with 853,638 reactions. Predict the reaction yield, written as a fraction of the theoretical maximum amount of product (1.0 means a 100% yield; for example, 0.34 means a 34% yield). (1) The reactants are [CH3:1][O:2][C:3]1[CH:8]=[C:7]([O:9][CH3:10])[CH:6]=[CH:5][C:4]=1[N:11]1[CH2:16][CH2:15][N:14]([CH2:17][CH2:18][CH2:19][CH2:20][N:21]2C(=O)C3C(=CC=CC=3)C2=O)[CH2:13][CH2:12]1.O.NN. The catalyst is C(O)C. The product is [CH3:1][O:2][C:3]1[CH:8]=[C:7]([O:9][CH3:10])[CH:6]=[CH:5][C:4]=1[N:11]1[CH2:12][CH2:13][N:14]([CH2:17][CH2:18][CH2:19][CH2:20][NH2:21])[CH2:15][CH2:16]1. The yield is 0.500. (2) The reactants are [F:1][C:2]1[CH:3]=[C:4]([CH:8]=[CH:9][C:10]=1[N+:11]([O-:13])=[O:12])[C:5](O)=[O:6].C(Cl)(=O)C([Cl:17])=O.CN(C=O)C. The catalyst is C(Cl)Cl. The product is [F:1][C:2]1[CH:3]=[C:4]([CH:8]=[CH:9][C:10]=1[N+:11]([O-:13])=[O:12])[C:5]([Cl:17])=[O:6]. The yield is 1.00. (3) The reactants are Br[C:2]1[C:14]([CH2:15][O:16]C2CCCCO2)=[CH:13][C:5]([O:6]C2CCCCO2)=[CH:4][C:3]=1[F:23].C([Li])CCC.[B:29](OC(C)C)(OC(C)C)[O:30]C(C)C.Cl. The catalyst is O. The product is [F:23][C:3]1[C:2]2[B:29]([OH:30])[O:16][CH2:15][C:14]=2[CH:13]=[C:5]([OH:6])[CH:4]=1. The yield is 0.900. (4) The reactants are O[CH:2]([C:26]1C=CC(C(CO)(C)C(O)=O)=CC=1)[CH2:3]CCN1CCC(C(O)(C2C=CC=CC=2)C2C=CC=CC=2)CC1.[OH:39][CH:40]([C:64]1[CH:69]=[CH:68][C:67]([C:70]([CH2:77][OH:78])([CH3:76])[C:71]([O:73][CH2:74]C)=[O:72])=[CH:66][CH:65]=1)[CH2:41][CH2:42][CH2:43][N:44]1[CH2:49][CH2:48][CH:47]([C:50]([OH:63])([C:57]2[CH:62]=[CH:61][CH:60]=[CH:59][CH:58]=2)[C:51]2[CH:56]=[CH:55][CH:54]=[CH:53][CH:52]=2)[CH2:46][CH2:45]1.[OH-].[Na+].Cl. The catalyst is CO.O1CCCC1. The product is [OH:39][CH:40]([C:64]1[CH:69]=[CH:68][C:67]([C:70]([CH2:77][OH:78])([CH2:76][CH2:3][CH2:2][CH3:26])[C:71]([O:73][CH3:74])=[O:72])=[CH:66][CH:65]=1)[CH2:41][CH2:42][CH2:43][N:44]1[CH2:49][CH2:48][CH:47]([C:50]([OH:63])([C:57]2[CH:58]=[CH:59][CH:60]=[CH:61][CH:62]=2)[C:51]2[CH:52]=[CH:53][CH:54]=[CH:55][CH:56]=2)[CH2:46][CH2:45]1. The yield is 0.660. (5) The reactants are [F:1][C:2]1[CH:3]=[C:4]2[C:8](=[CH:9][CH:10]=1)[NH:7][C:6]([C:11]([O:13][CH2:14][CH3:15])=[O:12])=[CH:5]2.[CH2:16](OC(C1NC2C(C=1)=CC=CC=2)=O)C. No catalyst specified. The product is [F:1][C:2]1[CH:3]=[C:4]2[C:8](=[CH:9][CH:10]=1)[N:7]([CH3:16])[C:6]([C:11]([O:13][CH2:14][CH3:15])=[O:12])=[CH:5]2. The yield is 1.00. (6) The yield is 0.790. The catalyst is C1COCC1. The reactants are [CH3:1][C:2]1([CH3:17])[C:6]([CH3:8])([CH3:7])[O:5][B:4]([C:9]2[CH:10]=[C:11]([NH2:16])[C:12]([NH2:15])=[CH:13][CH:14]=2)[O:3]1.[C:18](N1C=CN=C1)(N1C=CN=C1)=[O:19].Cl. The product is [CH3:8][C:6]1([CH3:7])[C:2]([CH3:17])([CH3:1])[O:3][B:4]([C:9]2[CH:14]=[CH:13][C:12]3[NH:15][C:18](=[O:19])[NH:16][C:11]=3[CH:10]=2)[O:5]1. (7) The reactants are [CH3:1][C:2]1([CH3:16])[O:15][C:6]2=[C:7]([CH3:14])[N:8]=[CH:9][C:10]([CH2:11][CH2:12][NH2:13])=[C:5]2[CH2:4][O:3]1.[CH:17]([C:19]1[CH:26]=[CH:25][C:22]([C:23]#[N:24])=[CH:21][CH:20]=1)=O. No catalyst specified. The product is [CH3:1][C:2]1([CH3:16])[O:15][C:6]2=[C:7]([CH3:14])[N:8]=[CH:9][C:10]([CH2:11][CH2:12][NH:13][CH2:17][C:19]3[CH:26]=[CH:25][C:22]([C:23]#[N:24])=[CH:21][CH:20]=3)=[C:5]2[CH2:4][O:3]1. The yield is 0.470. (8) The reactants are [CH:1]([O:8]CC)([O:5][CH2:6][CH3:7])OCC.[C:11]([CH2:13][C:14]([O:16][CH2:17][CH3:18])=O)#[N:12]. The catalyst is C(OC(=O)C)(=O)C. The product is [C:11]([C:13](=[CH:14][O:16][CH2:17][CH3:18])[C:1]([O:5][CH2:6][CH3:7])=[O:8])#[N:12]. The yield is 0.840. (9) The reactants are [C:1]([O:5][C:6]([N:8]1[CH2:13][CH2:12][CH:11]([C:14](=[O:23])[C:15]2[CH:20]=[CH:19][C:18](SC)=[CH:17][CH:16]=2)[CH2:10][CH2:9]1)=[O:7])([CH3:4])([CH3:3])[CH3:2].O[O:25][S:26]([O-:28])=O.[K+].[CH3:30]O. No catalyst specified. The product is [C:1]([O:5][C:6]([N:8]1[CH2:13][CH2:12][CH:11]([C:14](=[O:23])[C:15]2[CH:16]=[CH:17][C:18]([S:26]([CH3:30])(=[O:28])=[O:25])=[CH:19][CH:20]=2)[CH2:10][CH2:9]1)=[O:7])([CH3:4])([CH3:2])[CH3:3]. The yield is 0.610. (10) The reactants are Cl[C:2]1[CH:3]=[CH:4][C:5]2[N:6]([C:8]([C:11]([F:14])([F:13])[F:12])=[N:9][N:10]=2)[N:7]=1.C([O:22][C:23]1[CH:28]=[CH:27][C:26]([C:29]2([OH:45])[CH2:34][CH2:33][N:32](C(OCC3C=CC=CC=3)=O)[CH2:31][CH2:30]2)=[CH:25][C:24]=1[F:46])C1C=CC=CC=1. No catalyst specified. The product is [F:46][C:24]1[CH:25]=[C:26]([C:29]2([OH:45])[CH2:34][CH2:33][N:32]([C:2]3[CH:3]=[CH:4][C:5]4[N:6]([C:8]([C:11]([F:14])([F:13])[F:12])=[N:9][N:10]=4)[N:7]=3)[CH2:31][CH2:30]2)[CH:27]=[CH:28][C:23]=1[OH:22]. The yield is 0.960.